From a dataset of Full USPTO retrosynthesis dataset with 1.9M reactions from patents (1976-2016). Predict the reactants needed to synthesize the given product. (1) Given the product [CH3:10][C:9]1[C:20]([CH3:21])=[N:5][CH:6]=[CH:7][C:8]=1[CH2:13][CH2:12][NH2:11], predict the reactants needed to synthesize it. The reactants are: ClCC([NH:5][C:6](C)(C)[CH2:7][C:8]1[CH:13]=[CH:12][N:11]=[CH:10][CH:9]=1)=O.NC(N)=S.[C:20](O)(=O)[CH3:21]. (2) Given the product [CH3:1][CH:2]([CH2:8][C:9]1[CH:14]=[CH:13][C:12]([C:15]2[N:19]=[CH:18][N:17]([C:20]3[CH:25]=[CH:24][C:23]([O:26][C:27]([F:30])([F:28])[F:29])=[CH:22][CH:21]=3)[N:16]=2)=[CH:11][CH:10]=1)[C:3]([OH:5])=[O:4], predict the reactants needed to synthesize it. The reactants are: [CH3:1][CH:2]([CH2:8][C:9]1[CH:14]=[CH:13][C:12]([C:15]2[N:19]=[CH:18][N:17]([C:20]3[CH:25]=[CH:24][C:23]([O:26][C:27]([F:30])([F:29])[F:28])=[CH:22][CH:21]=3)[N:16]=2)=[CH:11][CH:10]=1)[C:3]([O:5]CC)=[O:4].[OH-].[Na+].Cl. (3) Given the product [NH2:1][C:2]1[C:3]([F:22])=[CH:4][C:5]([F:21])=[C:6]([C:8]2[C:9](=[O:20])[N:10]([CH3:19])[C:11]3[C:16]([CH:17]=2)=[CH:15][N:14]=[CH:13][CH:12]=3)[CH:7]=1, predict the reactants needed to synthesize it. The reactants are: [NH2:1][C:2]1[C:3]([F:22])=[CH:4][C:5]([F:21])=[C:6]([C:8]2[C:9](=[O:20])[N:10]([CH3:19])[C:11]3[C:16]([CH:17]=2)=[CH:15][N:14]=[C:13](Cl)[CH:12]=3)[CH:7]=1. (4) Given the product [F:1][C:2]1[C:10]([CH3:11])=[C:9]([F:12])[C:8]([F:13])=[CH:7][C:3]=1[C:4]([C:21](=[CH:20][N:19]([CH3:27])[CH3:18])[C:22]([O:24][CH2:25][CH3:26])=[O:23])=[O:6], predict the reactants needed to synthesize it. The reactants are: [F:1][C:2]1[C:10]([CH3:11])=[C:9]([F:12])[C:8]([F:13])=[CH:7][C:3]=1[C:4]([OH:6])=O.S(Cl)(Cl)=O.[CH3:18][N:19]([CH3:27])[CH:20]=[CH:21][C:22]([O:24][CH2:25][CH3:26])=[O:23].C(N(CC)CC)C. (5) Given the product [CH2:26]([O:25][C:23]([N:14]1[C@H:13]([C:11]([N:10]([CH2:33][C:34]2[CH:35]=[CH:36][C:37]([C:40]([OH:42])=[O:41])=[CH:38][CH:39]=2)[C@@H:8]([C:3]2[CH:4]=[CH:5][CH:6]=[CH:7][C:2]=2[F:1])[CH3:9])=[O:12])[CH2:22][C:21]2[C:16](=[CH:17][CH:18]=[CH:19][CH:20]=2)[CH2:15]1)=[O:24])[C:27]1[CH:32]=[CH:31][CH:30]=[CH:29][CH:28]=1, predict the reactants needed to synthesize it. The reactants are: [F:1][C:2]1[CH:7]=[CH:6][CH:5]=[CH:4][C:3]=1[C@H:8]([N:10]([CH2:33][C:34]1[CH:39]=[CH:38][C:37]([C:40]([O:42]C)=[O:41])=[CH:36][CH:35]=1)[C:11]([C@@H:13]1[CH2:22][C:21]2[C:16](=[CH:17][CH:18]=[CH:19][CH:20]=2)[CH2:15][N:14]1[C:23]([O:25][CH2:26][C:27]1[CH:32]=[CH:31][CH:30]=[CH:29][CH:28]=1)=[O:24])=[O:12])[CH3:9].[Li+].[OH-].Cl. (6) The reactants are: [OH:1][C:2]1[N:7]=[C:6]([CH2:8][CH2:9][C:10]([F:13])([F:12])[F:11])[N:5]([C:14]2[CH:19]=[CH:18][C:17]([O:20][CH2:21][C:22]([F:25])([F:24])[F:23])=[CH:16][CH:15]=2)[C:4](=[O:26])[CH:3]=1.C(N(CC)CC)C.[F:34][C:35]([F:54])([F:53])[S:36](N(C1C=CC=CC=1)[S:36]([C:35]([F:54])([F:53])[F:34])(=[O:38])=[O:37])(=[O:38])=[O:37]. Given the product [F:34][C:35]([F:54])([F:53])[S:36]([O:1][C:2]1[N:7]=[C:6]([CH2:8][CH2:9][C:10]([F:13])([F:11])[F:12])[N:5]([C:14]2[CH:15]=[CH:16][C:17]([O:20][CH2:21][C:22]([F:25])([F:23])[F:24])=[CH:18][CH:19]=2)[C:4](=[O:26])[CH:3]=1)(=[O:38])=[O:37], predict the reactants needed to synthesize it. (7) Given the product [C:1]([O:5][C:6]([NH:8][C@:9]([CH3:32])([CH2:12][CH2:13][C:14]1[N:15]([CH3:31])[C:16]([C:19](=[O:30])[CH2:20][CH2:21][CH2:22][CH2:23][C:24]2[CH:25]=[CH:26][CH:27]=[CH:28][CH:29]=2)=[CH:17][CH:18]=1)[CH:10]=[O:11])=[O:7])([CH3:4])([CH3:3])[CH3:2], predict the reactants needed to synthesize it. The reactants are: [C:1]([O:5][C:6]([NH:8][C@:9]([CH3:32])([CH2:12][CH2:13][C:14]1[N:15]([CH3:31])[C:16]([C:19](=[O:30])[CH2:20][CH2:21][CH2:22][CH2:23][C:24]2[CH:29]=[CH:28][CH:27]=[CH:26][CH:25]=2)=[CH:17][CH:18]=1)[CH2:10][OH:11])=[O:7])([CH3:4])([CH3:3])[CH3:2].[Cr](O[Cr]([O-])(=O)=O)([O-])(=O)=O.[NH+]1C=CC=CC=1.[NH+]1C=CC=CC=1.CCOCC. (8) The reactants are: [CH3:1][O:2][C:3]1[C:23]([O:24][CH3:25])=[C:22]([O:26][CH3:27])[CH:21]=[CH:20][C:4]=1[CH2:5][CH:6]1[C:15]2[C:10](=[CH:11][C:12]([O:18][CH3:19])=[C:13]([O:16][CH3:17])[CH:14]=2)[CH2:9][CH2:8][NH:7]1.Br[CH2:29][C:30](Br)=[O:31].[NH2:33][CH:34]1[CH2:42][C:41]2[C:36](=[CH:37][CH:38]=[CH:39][CH:40]=2)[CH2:35]1. Given the product [CH3:1][O:2][C:3]1[C:23]([O:24][CH3:25])=[C:22]([O:26][CH3:27])[CH:21]=[CH:20][C:4]=1[CH2:5][CH:6]1[C:15]2[C:10](=[CH:11][C:12]([O:18][CH3:19])=[C:13]([O:16][CH3:17])[CH:14]=2)[CH2:9][CH2:8][N:7]1[CH2:29][C:30]([NH:33][CH:34]1[CH2:42][C:41]2[C:36](=[CH:37][CH:38]=[CH:39][CH:40]=2)[CH2:35]1)=[O:31], predict the reactants needed to synthesize it. (9) Given the product [Br:14][C:15]1[CH:20]=[CH:19][C:18]2[NH:21][C:11]([C:3]3[CH2:4][C:5]4([CH2:10][CH2:9][CH2:8][CH2:7][CH2:6]4)[O:1][N:2]=3)=[N:22][C:17]=2[CH:16]=1, predict the reactants needed to synthesize it. The reactants are: [O:1]1[C:5]2([CH2:10][CH2:9][CH2:8][CH2:7][CH2:6]2)[CH2:4][C:3]([C:11](O)=O)=[N:2]1.[Br:14][C:15]1[CH:16]=[C:17]([NH2:22])[C:18]([NH2:21])=[CH:19][CH:20]=1. (10) Given the product [F:1][C:2]1[CH:7]=[CH:6][C:5]([N:8]2[CH2:13][CH2:12][C:11]3=[N:14][C:15]([CH2:17][O:18][C:19]4[CH:20]=[CH:21][CH:22]=[CH:23][CH:24]=4)=[CH:16][N:10]3[C:9]2=[O:25])=[CH:4][CH:3]=1, predict the reactants needed to synthesize it. The reactants are: [F:1][C:2]1[CH:7]=[CH:6][C:5]([N:8]2[CH:13]=[CH:12][C:11]3=[N:14][C:15]([CH2:17][O:18][C:19]4[CH:24]=[CH:23][CH:22]=[CH:21][CH:20]=4)=[CH:16][N:10]3[C:9]2=[O:25])=[CH:4][CH:3]=1.